Dataset: Reaction yield outcomes from USPTO patents with 853,638 reactions. Task: Predict the reaction yield, written as a fraction of the theoretical maximum amount of product (1.0 means a 100% yield; for example, 0.34 means a 34% yield). (1) The reactants are Cl[C:2]([O:4][CH2:5][CH3:6])=[O:3].[CH:7]12[CH2:16][CH:11]3[CH2:12][CH:13]([CH2:15][CH:9]([CH2:10]3)[CH:8]1[C:17]1[CH:22]=[C:21]([CH3:23])[CH:20]=[CH:19][C:18]=1[OH:24])[CH2:14]2.CCN(CC)CC. The catalyst is CN(C1C=CN=CC=1)C.ClCCl. The product is [C:2](=[O:3])([O:4][CH2:5][CH3:6])[O:24][C:18]1[CH:19]=[CH:20][C:21]([CH3:23])=[CH:22][C:17]=1[CH:8]1[CH:9]2[CH2:10][CH:11]3[CH2:12][CH:13]([CH2:14][CH:7]1[CH2:16]3)[CH2:15]2. The yield is 0.940. (2) The reactants are [NH2:1][C:2]1[C:3](Cl)=[N:4][CH:5]=[N:6][C:7]=1[Cl:8].[C:10](Cl)(=[O:17])[C:11]1[CH:16]=[CH:15][CH:14]=[CH:13][CH:12]=1. No catalyst specified. The product is [Cl:8][C:7]1[C:2]2[N:1]=[C:10]([C:11]3[CH:16]=[CH:15][CH:14]=[CH:13][CH:12]=3)[O:17][C:3]=2[N:4]=[CH:5][N:6]=1. The yield is 0.775. (3) The reactants are [C:1]1([CH3:21])[CH:6]=[CH:5][C:4]([S:7]([O:10][C:11]2[CH:12]=[C:13]([CH:16]=[CH:17][C:18]=2[O:19][CH3:20])[CH:14]=[O:15])(=[O:9])=[O:8])=[CH:3][CH:2]=1.[BH4-].[Na+].O. The catalyst is CO. The product is [C:1]1([CH3:21])[CH:2]=[CH:3][C:4]([S:7]([O:10][C:11]2[CH:12]=[C:13]([CH:16]=[CH:17][C:18]=2[O:19][CH3:20])[CH2:14][OH:15])(=[O:9])=[O:8])=[CH:5][CH:6]=1. The yield is 0.970. (4) The reactants are Br[C:2]1[CH:7]=[CH:6][CH:5]=[CH:4][C:3]=1[CH:8]([O:12]CC)OCC.C([Li])CCC.Cl[Si:21]([CH3:29])([CH3:28])[C:22]1[CH:27]=[CH:26][CH:25]=[CH:24][CH:23]=1.Cl. The catalyst is C(OCC)C. The product is [CH3:28][Si:21]([CH3:29])([C:22]1[CH:27]=[CH:26][CH:25]=[CH:24][CH:23]=1)[C:2]1[CH:7]=[CH:6][CH:5]=[CH:4][C:3]=1[CH:8]=[O:12]. The yield is 1.00. (5) The reactants are [C:1]([C:3]1[C:4](I)=[C:5]([C:16]([O:18][CH2:19][CH3:20])=[O:17])[S:6][C:7]=1[N:8]1[CH2:13][CH2:12][O:11][CH:10]([CH2:14][F:15])[CH2:9]1)#[N:2].[Cl:22][C:23]1[CH:28]=[C:27]([Cl:29])[CH:26]=[CH:25][C:24]=1B(O)O.C(=O)([O-])[O-].[Na+].[Na+].O.COCCOC. The product is [C:1]([C:3]1[C:4]([C:26]2[CH:25]=[CH:24][C:23]([Cl:22])=[CH:28][C:27]=2[Cl:29])=[C:5]([C:16]([O:18][CH2:19][CH3:20])=[O:17])[S:6][C:7]=1[N:8]1[CH2:13][CH2:12][O:11][CH:10]([CH2:14][F:15])[CH2:9]1)#[N:2]. The yield is 0.990. The catalyst is C1C=CC([P]([Pd]([P](C2C=CC=CC=2)(C2C=CC=CC=2)C2C=CC=CC=2)([P](C2C=CC=CC=2)(C2C=CC=CC=2)C2C=CC=CC=2)[P](C2C=CC=CC=2)(C2C=CC=CC=2)C2C=CC=CC=2)(C2C=CC=CC=2)C2C=CC=CC=2)=CC=1. (6) The reactants are [CH3:1][O:2][C:3]1[CH:4]=[C:5]([O:14][CH3:15])[C:6]2[O:10][C:9]([CH:11]=[O:12])=[CH:8][C:7]=2[CH:13]=1.[BH4-].[Na+]. The catalyst is C1COCC1.CCO. The product is [CH3:1][O:2][C:3]1[CH:4]=[C:5]([O:14][CH3:15])[C:6]2[O:10][C:9]([CH2:11][OH:12])=[CH:8][C:7]=2[CH:13]=1. The yield is 0.820. (7) The catalyst is C(Cl)Cl. The yield is 0.930. The reactants are [CH2:1]([O:3][C:4](=[O:15])/[CH:5]=[C:6](\[NH2:14])/[C@H:7]([CH3:13])[C@H:8]([CH3:12])[CH2:9][CH2:10][CH3:11])[CH3:2].[C:16](Cl)(=[O:18])[CH3:17].N1C=CC=CC=1. The product is [CH2:1]([O:3][C:4](=[O:15])/[CH:5]=[C:6](\[NH:14][C:16](=[O:18])[CH3:17])/[C@H:7]([CH3:13])[C@H:8]([CH3:12])[CH2:9][CH2:10][CH3:11])[CH3:2]. (8) The yield is 0.500. No catalyst specified. The product is [CH3:20][N:12]([CH2:11][CH2:10][N:9]1[CH2:8][CH2:7][O:6][C:5]2[CH:21]=[CH:22][C:2]([NH:1][C:29]([C:25]3[S:24][CH:28]=[CH:27][CH:26]=3)=[NH:30])=[CH:3][C:4]1=2)[C:13](=[O:19])[O:14][C:15]([CH3:17])([CH3:18])[CH3:16]. The reactants are [NH2:1][C:2]1[CH:22]=[CH:21][C:5]2[O:6][CH2:7][CH2:8][N:9]([CH2:10][CH2:11][N:12]([CH3:20])[C:13](=[O:19])[O:14][C:15]([CH3:18])([CH3:17])[CH3:16])[C:4]=2[CH:3]=1.I.[S:24]1[CH:28]=[CH:27][CH:26]=[C:25]1[C:29](SC)=[NH:30]. (9) The reactants are C1N=CN([C:6]([N:8]2[CH:12]=N[CH:10]=[CH:9]2)=[O:7])C=1.[O:13]1[CH2:18][CH2:17][CH:16](C(O)=O)[CH2:15][CH2:14]1.[Cl:22][C:23]1[C:35]([CH2:36][N:37]2[CH2:41][CH2:40][CH2:39][CH2:38]2)=[CH:34][CH:33]=[CH:32][C:24]=1[O:25][C@H:26]1[CH2:29][C@H](CN)[CH2:27]1. The catalyst is C1COCC1. The product is [ClH:22].[Cl:22][C:23]1[C:35]([CH2:36][N:37]2[CH2:41][CH2:40][CH2:39][CH2:38]2)=[CH:34][CH:33]=[CH:32][C:24]=1[O:25][C@H:26]1[CH2:29][C@H:10]([CH2:9][N:8]([CH3:12])[C:6]([CH:16]2[CH2:15][CH2:14][O:13][CH2:18][CH2:17]2)=[O:7])[CH2:27]1. The yield is 0.530.